From a dataset of Catalyst prediction with 721,799 reactions and 888 catalyst types from USPTO. Predict which catalyst facilitates the given reaction. (1) Reactant: [CH3:1][C:2]1[O:6][C:5]([C:7](Cl)=[O:8])=[CH:4][CH:3]=1.[NH2:10][C:11]1[CH:12]=[CH:13][C:14]([Cl:37])=[C:15]([C:17]2[N:18]=[C:19]3[N:24]=[CH:23][C:22]([C:25]4[CH:30]=[CH:29][C:28]([NH:31][C:32](=[O:35])[O:33][CH3:34])=[CH:27][CH:26]=4)=[CH:21][N:20]3[CH:36]=2)[CH:16]=1. Product: [Cl:37][C:14]1[CH:13]=[CH:12][C:11]([NH:10][C:7]([C:5]2[O:6][C:2]([CH3:1])=[CH:3][CH:4]=2)=[O:8])=[CH:16][C:15]=1[C:17]1[N:18]=[C:19]2[N:24]=[CH:23][C:22]([C:25]3[CH:26]=[CH:27][C:28]([NH:31][C:32](=[O:35])[O:33][CH3:34])=[CH:29][CH:30]=3)=[CH:21][N:20]2[CH:36]=1. The catalyst class is: 383. (2) Reactant: [CH3:1][C@H:2]([NH:7][C:8]([C:10]1[C:18]2[C:13](=[N:14][CH:15]=[C:16]([C:19]3[S:23][C:22]([C:24]([OH:26])=O)=[CH:21][CH:20]=3)[N:17]=2)[N:12]([CH2:27][O:28][CH2:29][CH2:30][Si:31]([CH3:34])([CH3:33])[CH3:32])[CH:11]=1)=[O:9])[C:3]([CH3:6])([CH3:5])[CH3:4].[CH2:35]([N:37](CC)CC)[CH3:36].C1CN([P+](ON2N=NC3C=CC=CC2=3)(N2CCCC2)N2CCCC2)CC1.F[P-](F)(F)(F)(F)F.C(N)C. Product: [CH3:1][C@H:2]([NH:7][C:8]([C:10]1[C:18]2[C:13](=[N:14][CH:15]=[C:16]([C:19]3[S:23][C:22]([C:24](=[O:26])[NH:37][CH2:35][CH3:36])=[CH:21][CH:20]=3)[N:17]=2)[N:12]([CH2:27][O:28][CH2:29][CH2:30][Si:31]([CH3:32])([CH3:33])[CH3:34])[CH:11]=1)=[O:9])[C:3]([CH3:4])([CH3:5])[CH3:6]. The catalyst class is: 1. (3) The catalyst class is: 4. Reactant: C(OC(=O)[NH:7][C:8]1[CH:13]=[CH:12][CH:11]=[C:10]([O:14][C:15]2[C:20]([CH2:21][CH3:22])=[N:19][C:18]([C:23](=[O:25])[NH2:24])=[C:17]([O:26][C:27]3[CH:32]=[CH:31][C:30]([C:33]4[CH2:34][CH2:35][N:36]([CH3:39])[CH2:37][CH:38]=4)=[CH:29][CH:28]=3)[N:16]=2)[CH:9]=1)(C)(C)C.FC(F)(F)C(O)=O.C(=O)([O-])O.[Na+]. Product: [NH2:7][C:8]1[CH:9]=[C:10]([CH:11]=[CH:12][CH:13]=1)[O:14][C:15]1[N:16]=[C:17]([O:26][C:27]2[CH:32]=[CH:31][C:30]([C:33]3[CH2:34][CH2:35][N:36]([CH3:39])[CH2:37][CH:38]=3)=[CH:29][CH:28]=2)[C:18]([C:23]([NH2:24])=[O:25])=[N:19][C:20]=1[CH2:21][CH3:22]. (4) Reactant: [Br:1][C:2]1[CH:3]=[CH:4][C:5]([C:9]([OH:11])=[O:10])=[N:6][C:7]=1Cl.[OH-].[K+].[O:14]1[CH2:18][CH2:17][CH2:16][CH:15]1[CH2:19][OH:20].[OH-].[Na+]. Product: [Br:1][C:2]1[CH:3]=[CH:4][C:5]([C:9]([OH:11])=[O:10])=[N:6][C:7]=1[O:20][CH2:19][CH:15]1[CH2:16][CH2:17][CH2:18][O:14]1. The catalyst class is: 16. (5) Reactant: [F:1][CH2:2][C:3]1([S:6]([NH:9][C:10]([C@@:12]23[CH2:27][C@H:26]2[CH:25]=[CH:24][CH2:23][CH2:22][C@@H:21]([CH3:28])[CH2:20][C@@H:19]([CH3:29])[C@H:18]([NH:30]C(=O)OC(C)(C)C)[C:17](=[O:38])[N:16]2[CH2:39][C@H:40]([O:42][C:43]4[CH:52]=[N:51][C:50]5[C:45](=[CH:46][C:47]([O:53][CH3:54])=[CH:48][CH:49]=5)[N:44]=4)[CH2:41][C@H:15]2[C:14](=[O:55])[NH:13]3)=[O:11])(=[O:8])=[O:7])[CH2:5][CH2:4]1.[ClH:56]. Product: [ClH:56].[NH2:30][C@@H:18]1[C:17](=[O:38])[N:16]2[CH2:39][C@H:40]([O:42][C:43]3[CH:52]=[N:51][C:50]4[C:45](=[CH:46][C:47]([O:53][CH3:54])=[CH:48][CH:49]=4)[N:44]=3)[CH2:41][C@H:15]2[C:14](=[O:55])[NH:13][C@:12]2([C:10]([NH:9][S:6]([C:3]3([CH2:2][F:1])[CH2:5][CH2:4]3)(=[O:8])=[O:7])=[O:11])[CH2:27][C@H:26]2[CH:25]=[CH:24][CH2:23][CH2:22][C@@H:21]([CH3:28])[CH2:20][C@H:19]1[CH3:29]. The catalyst class is: 12. (6) Reactant: [NH2:1][CH2:2][C@H:3]1[C@H:11]2[N:6]([C:7]3[CH:15]=[CH:14][C:13]([N:16]4[CH2:21][CH2:20][O:19][CH2:18][C:17]4=[O:22])=[CH:12][C:8]=3[O:9][CH2:10]2)[C:5](=[O:23])[O:4]1.[Cl:24][C:25]1[CH:30]=[CH:29][C:28]([N:31]=[C:32]=[O:33])=[CH:27][CH:26]=1. Product: [Cl:24][C:25]1[CH:30]=[CH:29][C:28]([NH:31][C:32]([NH:1][CH2:2][C@H:3]2[C@H:11]3[N:6]([C:7]4[CH:15]=[CH:14][C:13]([N:16]5[CH2:21][CH2:20][O:19][CH2:18][C:17]5=[O:22])=[CH:12][C:8]=4[O:9][CH2:10]3)[C:5](=[O:23])[O:4]2)=[O:33])=[CH:27][CH:26]=1. The catalyst class is: 2. (7) Reactant: C(O[K])(C)(C)C.[OH:7][C@@H:8]([C@H:10]1[CH2:14][N:13]([C@@H:15]([C:17]2[CH:22]=[CH:21][C:20]([O:23][CH3:24])=[CH:19][CH:18]=2)[CH3:16])[C:12](=[O:25])[CH2:11]1)[CH3:9].Cl[C:27]1[C:32]2[N:33]([CH3:37])[C:34]([CH3:36])=[N:35][C:31]=2[CH:30]=[C:29]([Cl:38])[N:28]=1. Product: [Cl:38][C:29]1[N:28]=[C:27]([O:7][C@@H:8]([C@H:10]2[CH2:14][N:13]([C@@H:15]([C:17]3[CH:18]=[CH:19][C:20]([O:23][CH3:24])=[CH:21][CH:22]=3)[CH3:16])[C:12](=[O:25])[CH2:11]2)[CH3:9])[C:32]2[N:33]([CH3:37])[C:34]([CH3:36])=[N:35][C:31]=2[CH:30]=1. The catalyst class is: 1. (8) Reactant: [H-].[Na+].[N+:3]([C:6]1[CH:7]=[C:8]([NH:12][C:13](=[O:19])[O:14][C:15]([CH3:18])([CH3:17])[CH3:16])[CH:9]=[CH:10][CH:11]=1)([O-:5])=[O:4].[CH3:20]I. Product: [CH3:20][N:12]([C:8]1[CH:9]=[CH:10][CH:11]=[C:6]([N+:3]([O-:5])=[O:4])[CH:7]=1)[C:13](=[O:19])[O:14][C:15]([CH3:16])([CH3:18])[CH3:17]. The catalyst class is: 18. (9) Reactant: Cl[C:2]1[CH:7]=[C:6]([I:8])[CH:5]=[C:4]([Cl:9])[N:3]=1.[NH2:10][CH:11]1[CH2:16][CH2:15][CH2:14][N:13]([C:17]([O:19][C:20]([CH3:23])([CH3:22])[CH3:21])=[O:18])[CH2:12]1. Product: [Cl:9][C:4]1[N:3]=[C:2]([NH:10][CH:11]2[CH2:16][CH2:15][CH2:14][N:13]([C:17]([O:19][C:20]([CH3:23])([CH3:22])[CH3:21])=[O:18])[CH2:12]2)[CH:7]=[C:6]([I:8])[CH:5]=1. The catalyst class is: 6.